This data is from Catalyst prediction with 721,799 reactions and 888 catalyst types from USPTO. The task is: Predict which catalyst facilitates the given reaction. (1) Reactant: Cl[C:2]1[C:11]([C:12]#[N:13])=[C:10]([C:14]2[CH:19]=[CH:18][CH:17]=[C:16]([F:20])[CH:15]=2)[C:9]2[C:4](=[CH:5][CH:6]=[C:7]([O:21][CH3:22])[CH:8]=2)[N:3]=1.[OH:23][C@H:24]([CH2:27][OH:28])[CH2:25][NH2:26]. Product: [OH:23][C@H:24]([CH2:27][OH:28])[CH2:25][NH:26][C:2]1[C:11]([C:12]#[N:13])=[C:10]([C:14]2[CH:19]=[CH:18][CH:17]=[C:16]([F:20])[CH:15]=2)[C:9]2[C:4](=[CH:5][CH:6]=[C:7]([O:21][CH3:22])[CH:8]=2)[N:3]=1. The catalyst class is: 41. (2) The catalyst class is: 2. Product: [CH:29]([N:12]([CH2:13][CH2:14][NH:15][C:16]([O:18][CH2:19][C:20]1[CH:25]=[CH:24][C:23]([N+:26]([O-:28])=[O:27])=[CH:22][CH:21]=1)=[O:17])[C:11]([C:9]1[N:10]=[C:6]([N:4]2[CH2:5][CH:2]([O:1][S:34]([CH3:33])(=[O:36])=[O:35])[CH2:3]2)[S:7][CH:8]=1)=[O:32])([CH3:30])[CH3:31]. Reactant: [OH:1][CH:2]1[CH2:5][N:4]([C:6]2[S:7][CH:8]=[C:9]([C:11](=[O:32])[N:12]([CH:29]([CH3:31])[CH3:30])[CH2:13][CH2:14][NH:15][C:16]([O:18][CH2:19][C:20]3[CH:25]=[CH:24][C:23]([N+:26]([O-:28])=[O:27])=[CH:22][CH:21]=3)=[O:17])[N:10]=2)[CH2:3]1.[CH3:33][S:34](Cl)(=[O:36])=[O:35].C(N(CC)CC)C. (3) Reactant: [CH3:1][N:2]1[C:6]([CH3:7])=[N:5][N:4]=[C:3]1[SH:8].[OH-].[Li+].[I-].[Na+].[C:13]([C:17]1[N:22]=[C:21]([N:23]2[CH2:28][CH2:27][N:26]([CH2:29][CH2:30][CH2:31][Cl:32])[CH2:25][CH2:24]2)[CH:20]=[C:19]([CH:33]2[CH2:35][CH2:34]2)[N:18]=1)([CH3:16])([CH3:15])[CH3:14]. Product: [ClH:32].[C:13]([C:17]1[N:22]=[C:21]([N:23]2[CH2:28][CH2:27][N:26]([CH2:29][CH2:30][CH2:31][S:8][C:3]3[N:2]([CH3:1])[C:6]([CH3:7])=[N:5][N:4]=3)[CH2:25][CH2:24]2)[CH:20]=[C:19]([CH:33]2[CH2:34][CH2:35]2)[N:18]=1)([CH3:14])([CH3:15])[CH3:16]. The catalyst class is: 9.